Dataset: Forward reaction prediction with 1.9M reactions from USPTO patents (1976-2016). Task: Predict the product of the given reaction. (1) Given the reactants [CH3:1][C:2]([C:5]1[NH:14][C:8]2=[N+:9]([O-])[CH:10]=[CH:11][CH:12]=[C:7]2[CH:6]=1)([CH3:4])[CH3:3].CS([Cl:19])(=O)=O.[OH-].[Na+], predict the reaction product. The product is: [Cl:19][C:12]1[CH:11]=[CH:10][N:9]=[C:8]2[NH:14][C:5]([C:2]([CH3:4])([CH3:3])[CH3:1])=[CH:6][C:7]=12. (2) The product is: [F:1][C:2]1[C:3]([O:21][CH3:24])=[C:4]2[CH:10]=[CH:9][N:8]([S:11]([C:14]3[CH:20]=[CH:19][C:17]([CH3:18])=[CH:16][CH:15]=3)(=[O:13])=[O:12])[C:5]2=[N:6][CH:7]=1. Given the reactants [F:1][C:2]1[CH:7]=[N:6][C:5]2[N:8]([S:11]([C:14]3[CH:20]=[CH:19][C:17]([CH3:18])=[CH:16][CH:15]=3)(=[O:13])=[O:12])[CH:9]=[CH:10][C:4]=2[C:3]=1[OH:21].CI.[C:24]([O-])([O-])=O.[K+].[K+], predict the reaction product. (3) Given the reactants [CH2:1]([O:4][C:5]([C@@H:7]1[CH2:12][CH2:11][N:10]([CH2:13][C:14]2[CH:23]=[CH:22][CH:21]=[C:20]3[C:15]=2[C:16](SC)=[N:17][CH:18]=[N:19]3)[CH2:9][C@@H:8]1[C:26]([O:28][CH3:29])=[O:27])=[O:6])[CH:2]=[CH2:3].[CH3:30][O:31][C:32]1[CH:33]=[C:34]([CH:36]=[CH:37][CH:38]=1)[NH2:35], predict the reaction product. The product is: [CH2:1]([O:4][C:5]([C@@H:7]1[CH2:12][CH2:11][N:10]([CH2:13][C:14]2[CH:23]=[CH:22][CH:21]=[C:20]3[C:15]=2[C:16]([NH:35][C:34]2[CH:36]=[CH:37][CH:38]=[C:32]([O:31][CH3:30])[CH:33]=2)=[N:17][CH:18]=[N:19]3)[CH2:9][C@@H:8]1[C:26]([O:28][CH3:29])=[O:27])=[O:6])[CH:2]=[CH2:3]. (4) Given the reactants [Cl:1][C:2]1[CH:7]=[CH:6][C:5]([CH2:8][CH2:9][NH2:10])=[CH:4][CH:3]=1.[C:11](OC(=O)C)(=[O:13])[CH3:12], predict the reaction product. The product is: [Cl:1][C:2]1[CH:7]=[CH:6][C:5]([CH2:8][CH2:9][NH:10][C:11](=[O:13])[CH3:12])=[CH:4][CH:3]=1.